From a dataset of Forward reaction prediction with 1.9M reactions from USPTO patents (1976-2016). Predict the product of the given reaction. (1) Given the reactants [C:1]([O:5][C:6](=[O:26])[NH:7][C@H:8]([C:18]([N:20]1[CH2:24][CH2:23][C@H:22]([F:25])[CH2:21]1)=[O:19])[C@H:9]([CH:11]1[CH2:16][CH2:15][CH:14]([NH2:17])[CH2:13][CH2:12]1)[CH3:10])([CH3:4])([CH3:3])[CH3:2].[F:27][C:28]([F:40])([F:39])[O:29][C:30]1[CH:38]=[CH:37][C:33]([C:34](O)=[O:35])=[CH:32][CH:31]=1.C1C=NC2N(O)N=NC=2C=1.C(N(CC)C(C)C)(C)C.CN(C(ON1N=NC2C=CC=NC1=2)=[N+](C)C)C.F[P-](F)(F)(F)(F)F, predict the reaction product. The product is: [C:1]([O:5][C:6](=[O:26])[NH:7][C@H:8]([C:18]([N:20]1[CH2:24][CH2:23][C@H:22]([F:25])[CH2:21]1)=[O:19])[C@H:9]([CH:11]1[CH2:16][CH2:15][CH:14]([NH:17][C:34](=[O:35])[C:33]2[CH:37]=[CH:38][C:30]([O:29][C:28]([F:27])([F:39])[F:40])=[CH:31][CH:32]=2)[CH2:13][CH2:12]1)[CH3:10])([CH3:2])([CH3:3])[CH3:4]. (2) Given the reactants [NH2:1][CH2:2][C@@H:3]([CH2:9][CH:10]([CH3:12])[CH3:11])[CH2:4][C:5]([O:7]C)=[O:6].[OH-].[Na+:14], predict the reaction product. The product is: [Na+:14].[NH2:1][CH2:2][C@@H:3]([CH2:9][CH:10]([CH3:12])[CH3:11])[CH2:4][C:5]([O-:7])=[O:6]. (3) Given the reactants [NH2:1][CH:2]=[O:3].[N:4]1[C:11]([NH2:12])=[N:10][C:8]([NH2:9])=[N:7][C:5]=1[NH2:6], predict the reaction product. The product is: [NH2:1][C:2]([NH2:4])=[O:3].[CH2:2]=[O:3].[N:4]1[C:11]([NH2:12])=[N:10][C:8]([NH2:9])=[N:7][C:5]=1[NH2:6]. (4) The product is: [Cl:1][C:2]1[CH:3]=[CH:4][C:5]([C:8]2([C:13]([NH:16][CH2:17][CH2:18][CH2:19][N:20]3[CH2:21][CH2:22][CH:23]([C:26]4[CH:27]=[C:28]([NH:33][C:34](=[O:38])[CH:35]([CH3:37])[CH3:36])[CH:29]=[CH:30][C:31]=4[F:32])[CH2:24][CH2:25]3)=[O:15])[CH2:9][CH2:10][CH2:11][CH2:12]2)=[CH:6][CH:7]=1. Given the reactants [Cl:1][C:2]1[CH:7]=[CH:6][C:5]([C:8]2([C:13]([OH:15])=O)[CH2:12][CH2:11][CH2:10][CH2:9]2)=[CH:4][CH:3]=1.[NH2:16][CH2:17][CH2:18][CH2:19][N:20]1[CH2:25][CH2:24][CH:23]([C:26]2[CH:27]=[C:28]([NH:33][C:34](=[O:38])[CH:35]([CH3:37])[CH3:36])[CH:29]=[CH:30][C:31]=2[F:32])[CH2:22][CH2:21]1, predict the reaction product. (5) Given the reactants [NH2:1][CH2:2][CH2:3][CH2:4][Si:5]([O:10][CH3:11])([O:8][CH3:9])[O:6][CH3:7].[I:12][C:13]1[CH:21]=[CH:20][C:16]([C:17](Cl)=[O:18])=[CH:15][CH:14]=1, predict the reaction product. The product is: [I:12][C:13]1[CH:21]=[CH:20][C:16]([C:17]([NH:1][CH2:2][CH2:3][CH2:4][Si:5]([O:10][CH3:11])([O:6][CH3:7])[O:8][CH3:9])=[O:18])=[CH:15][CH:14]=1.